Dataset: Reaction yield outcomes from USPTO patents with 853,638 reactions. Task: Predict the reaction yield, written as a fraction of the theoretical maximum amount of product (1.0 means a 100% yield; for example, 0.34 means a 34% yield). The reactants are [F:1][C:2]1[CH:3]=[C:4]([CH:15]=[C:16]([F:23])[C:17]=1[NH:18][S:19]([CH3:22])(=[O:21])=[O:20])[CH2:5][NH:6][C:7]([C:9]1[N:10]=[C:11](Cl)[S:12][CH:13]=1)=[O:8].[C:24]([O-:27])([O-])=O.[K+].[K+].[F:30][C:31]([F:40])([F:39])[C:32]1[CH:33]=[C:34](O)C=[CH:36][CH:37]=1. No catalyst specified. The product is [F:1][C:2]1[CH:3]=[C:4]([CH:15]=[C:16]([F:23])[C:17]=1[NH:18][S:19]([CH3:22])(=[O:21])=[O:20])[CH2:5][NH:6][C:7]([C:9]1[N:10]=[C:11]([O:27][C:24]2[CH:34]=[CH:33][C:32]([C:31]([F:40])([F:39])[F:30])=[CH:37][CH:36]=2)[S:12][CH:13]=1)=[O:8]. The yield is 0.510.